This data is from Forward reaction prediction with 1.9M reactions from USPTO patents (1976-2016). The task is: Predict the product of the given reaction. Given the reactants I[C:2]1[C:6]2[C:7]([O:12][CH3:13])=[N:8][C:9]([CH3:11])=[CH:10][C:5]=2[N:4]([C:14]([C:27]2[CH:32]=[CH:31][CH:30]=[CH:29][CH:28]=2)([C:21]2[CH:26]=[CH:25][CH:24]=[CH:23][CH:22]=2)[C:15]2[CH:20]=[CH:19][CH:18]=[CH:17][CH:16]=2)[N:3]=1.[O:33]1[CH2:38][CH2:37][N:36]([C:39]2[CH:44]=[C:43](B(O)O)[CH:42]=[CH:41][N:40]=2)[CH2:35][CH2:34]1.C([O-])(=O)C.[K+].C(=O)([O-])[O-].[Na+].[Na+].C(#N)C.O, predict the reaction product. The product is: [CH3:13][O:12][C:7]1[C:6]2[C:2]([C:43]3[CH:42]=[CH:41][N:40]=[C:39]([N:36]4[CH2:35][CH2:34][O:33][CH2:38][CH2:37]4)[CH:44]=3)=[N:3][N:4]([C:14]([C:27]3[CH:32]=[CH:31][CH:30]=[CH:29][CH:28]=3)([C:15]3[CH:16]=[CH:17][CH:18]=[CH:19][CH:20]=3)[C:21]3[CH:22]=[CH:23][CH:24]=[CH:25][CH:26]=3)[C:5]=2[CH:10]=[C:9]([CH3:11])[N:8]=1.